Dataset: Full USPTO retrosynthesis dataset with 1.9M reactions from patents (1976-2016). Task: Predict the reactants needed to synthesize the given product. (1) The reactants are: [CH2:1]([N:3]([CH3:23])[C:4]([N:6]1[CH2:11][CH:10]([C:12]2[CH:17]=[CH:16][C:15]([CH2:18][CH3:19])=[CH:14][CH:13]=2)[CH2:9][CH:8]([C:20]([OH:22])=O)[CH2:7]1)=[O:5])[CH3:2].[F:24][C:25]1[CH:30]=[CH:29][CH:28]=[C:27]([F:31])[C:26]=1[C:32](=[NH:35])[NH:33]O. Given the product [F:24][C:25]1[CH:30]=[CH:29][CH:28]=[C:27]([F:31])[C:26]=1[C:32]1[N:35]=[C:20]([CH:8]2[CH2:9][CH:10]([C:12]3[CH:13]=[CH:14][C:15]([CH2:18][CH3:19])=[CH:16][CH:17]=3)[CH2:11][N:6]([C:4]([N:3]([CH2:1][CH3:2])[CH3:23])=[O:5])[CH2:7]2)[O:22][N:33]=1, predict the reactants needed to synthesize it. (2) Given the product [CH3:1][C:2]1[CH:11]=[C:10]([CH3:12])[CH:9]=[C:8]2[C:3]=1[CH2:4][CH2:5][CH2:6][C:7]2=[N:15][OH:16], predict the reactants needed to synthesize it. The reactants are: [CH3:1][C:2]1[CH:11]=[C:10]([CH3:12])[CH:9]=[C:8]2[C:3]=1[CH2:4][CH2:5][CH2:6][C:7]2=O.Cl.[NH2:15][OH:16].O.C(=O)([O-])[O-].[Na+].[Na+]. (3) Given the product [NH:12]1[C:13]2[C:18](=[CH:17][CH:16]=[CH:15][CH:14]=2)[C:10]([C:8](=[O:9])[CH:36]([C:31]2[CH:32]=[CH:33][CH:34]=[C:35]3[C:30]=2[CH:29]=[CH:28][N:27]=[CH:26]3)[NH:37][C:38]2[CH:43]=[CH:42][CH:41]=[C:40]([O:44][CH3:45])[CH:39]=2)=[CH:11]1, predict the reactants needed to synthesize it. The reactants are: C(N(CC)CC)C.[CH:8]([C:10]1[C:18]2[C:13](=[CH:14][CH:15]=[CH:16][CH:17]=2)[N:12](C(OC(C)(C)C)=O)[CH:11]=1)=[O:9].[CH:26]1[C:35]2[C:30](=[C:31]([CH:36]=[N:37][C:38]3[CH:43]=[CH:42][CH:41]=[C:40]([O:44][CH3:45])[CH:39]=3)[CH:32]=[CH:33][CH:34]=2)[CH:29]=[CH:28][N:27]=1. (4) Given the product [CH3:22][C:23]1[CH:28]=[CH:27][C:26]([S:29]([O:1][CH2:2][CH2:3][N:4]2[CH:8]=[C:7]([I:9])[CH:6]=[C:5]2[CH:10]=[O:11])(=[O:31])=[O:30])=[CH:25][CH:24]=1, predict the reactants needed to synthesize it. The reactants are: [OH:1][CH2:2][CH2:3][N:4]1[CH:8]=[C:7]([I:9])[CH:6]=[C:5]1[CH:10]=[O:11].ClCCl.CCN(CC)CC.[CH3:22][C:23]1[CH:28]=[CH:27][C:26]([S:29](Cl)(=[O:31])=[O:30])=[CH:25][CH:24]=1. (5) The reactants are: [NH2:1][C:2]1[S:6][C:5]([C:7]2[CH:12]=[CH:11][C:10]([C:13]([OH:16])([CH3:15])[CH3:14])=[CH:9][C:8]=2[F:17])=[N:4][C:3]=1[C:18]([NH2:20])=[O:19].Br[C:22]1[N:27]=[C:26]([CH:28]([N:31]2[CH2:36][CH2:35][O:34][CH2:33][CH2:32]2)[CH2:29][OH:30])[CH:25]=[CH:24][CH:23]=1.CC(C1C=C(C(C)C)C(C2C=CC=CC=2P(C2CCCCC2)C2CCCCC2)=C(C(C)C)C=1)C.C(=O)([O-])[O-].[K+].[K+].C(O)(CC)(C)C. Given the product [F:17][C:8]1[CH:9]=[C:10]([C:13]([OH:16])([CH3:15])[CH3:14])[CH:11]=[CH:12][C:7]=1[C:5]1[S:6][C:2]([NH:1][C:22]2[CH:23]=[CH:24][CH:25]=[C:26]([CH:28]([N:31]3[CH2:36][CH2:35][O:34][CH2:33][CH2:32]3)[CH2:29][OH:30])[N:27]=2)=[C:3]([C:18]([NH2:20])=[O:19])[N:4]=1, predict the reactants needed to synthesize it. (6) Given the product [Cl:1][C:2]1[CH:3]=[C:4]2[C:12](=[CH:13][CH:14]=1)[O:11][C:7]1([CH2:10][CH2:9][CH2:8]1)[CH2:6]/[C:5]/2=[CH:15]\[C:16]([NH:29][C:28]1[CH:30]=[CH:31][CH:32]=[CH:33][C:27]=1[O:26][CH:21]1[CH2:25][CH2:24][CH2:23][CH2:22]1)=[O:17], predict the reactants needed to synthesize it. The reactants are: [Cl:1][C:2]1[CH:3]=[C:4]2[C:12](=[CH:13][CH:14]=1)[O:11][C:7]1([CH2:10][CH2:9][CH2:8]1)[CH2:6]/[C:5]/2=[CH:15]\[C:16](OCC)=[O:17].[CH:21]1([O:26][C:27]2[CH:33]=[CH:32][CH:31]=[CH:30][C:28]=2[NH2:29])[CH2:25][CH2:24][CH2:23][CH2:22]1.CCN=C=NCCCN(C)C.Cl.C1C=CC2N(O)N=NC=2C=1.C(N(CC)CC)C. (7) The reactants are: Br[C:2]1[N:6]2[N:7]=[C:8]([Cl:11])[CH:9]=[CH:10][C:5]2=[N:4][CH:3]=1.[CH3:12][O:13][C:14]1[C:19](B(O)O)=[CH:18][CH:17]=[CH:16][N:15]=1.C(=O)([O-])[O-].[Cs+].[Cs+].ClCCl. Given the product [Cl:11][C:8]1[CH:9]=[CH:10][C:5]2[N:6]([C:2]([C:19]3[C:14]([O:13][CH3:12])=[N:15][CH:16]=[CH:17][CH:18]=3)=[CH:3][N:4]=2)[N:7]=1, predict the reactants needed to synthesize it.